From a dataset of Reaction yield outcomes from USPTO patents with 853,638 reactions. Predict the reaction yield, written as a fraction of the theoretical maximum amount of product (1.0 means a 100% yield; for example, 0.34 means a 34% yield). (1) The reactants are C([O:8][C:9]1[CH:14]=[C:13]([O:15]CC2C=CC=CC=2)[C:12]([C:23]([CH3:25])=[CH2:24])=[CH:11][C:10]=1[C:26]([N:28]1[CH2:36][C:35]2[C:30](=[CH:31][CH:32]=[CH:33][C:34]=2[O:37][CH2:38][CH2:39][O:40][CH2:41][CH2:42][O:43][CH3:44])[CH2:29]1)=[O:27])C1C=CC=CC=1. The catalyst is CO.[Pd]. The product is [OH:8][C:9]1[CH:14]=[C:13]([OH:15])[C:12]([CH:23]([CH3:25])[CH3:24])=[CH:11][C:10]=1[C:26]([N:28]1[CH2:36][C:35]2[C:30](=[CH:31][CH:32]=[CH:33][C:34]=2[O:37][CH2:38][CH2:39][O:40][CH2:41][CH2:42][O:43][CH3:44])[CH2:29]1)=[O:27]. The yield is 0.160. (2) The reactants are [CH2:1]([O:3][C:4]([C:6]1([C:17]([OH:19])=O)[CH2:9][N:8]([C:10]([O:12][C:13]([CH3:16])([CH3:15])[CH3:14])=[O:11])[CH2:7]1)=[O:5])[CH3:2].CC[N:22](CC)CC.ClC(OCC(C)C)=O. The catalyst is C1COCC1.N. The product is [CH2:1]([O:3][C:4]([C:6]1([C:17](=[O:19])[NH2:22])[CH2:9][N:8]([C:10]([O:12][C:13]([CH3:16])([CH3:15])[CH3:14])=[O:11])[CH2:7]1)=[O:5])[CH3:2]. The yield is 0.800. (3) The reactants are [CH3:1][N:2]1[C:7]2[CH:8]=[CH:9][C:10]([C:12]#[C:13][CH2:14][O:15][CH:16]3[CH2:21][CH2:20][CH2:19][CH2:18][O:17]3)=[CH:11][C:6]=2[C:5](=[O:22])[CH2:4][S:3]1(=[O:24])=[O:23].C(N(CC)CC)C.[Cl:32][C:33]1[CH:42]=[CH:41][C:36]([CH2:37][N:38]=[C:39]=[O:40])=[CH:35][CH:34]=1.Cl. The catalyst is CS(C)=O. The product is [Cl:32][C:33]1[CH:34]=[CH:35][C:36]([CH2:37][NH:38][C:39]([C:4]2[S:3](=[O:23])(=[O:24])[N:2]([CH3:1])[C:7]3[CH:8]=[CH:9][C:10]([C:12]#[C:13][CH2:14][O:15][CH:16]4[CH2:21][CH2:20][CH2:19][CH2:18][O:17]4)=[CH:11][C:6]=3[C:5]=2[OH:22])=[O:40])=[CH:41][CH:42]=1. The yield is 0.280.